Dataset: Full USPTO retrosynthesis dataset with 1.9M reactions from patents (1976-2016). Task: Predict the reactants needed to synthesize the given product. (1) Given the product [CH3:37][C:18]1[CH:17]=[C:16]2[C:21](=[CH:20][CH:19]=1)[N:12]1[CH:11]=[N:10][C:9]([CH2:8][CH:7]3[CH2:6][CH2:5][CH2:4][N:3]([C:30]([O:32][C:33]([CH3:35])([CH3:36])[CH3:34])=[O:31])[C:2]3=[O:1])=[C:13]1[CH2:14][CH2:15]2, predict the reactants needed to synthesize it. The reactants are: [O:1]=[C:2]1[CH:7]([CH2:8][C:9]2[N:10]=[CH:11][N:12]3[C:21]4[C:16](=[CH:17][C:18](OS(C(F)(F)F)(=O)=O)=[CH:19][CH:20]=4)[CH2:15][CH2:14][C:13]=23)[CH2:6][CH2:5][CH2:4][N:3]1[C:30]([O:32][C:33]([CH3:36])([CH3:35])[CH3:34])=[O:31].[CH3:37]B(O)O.C(=O)([O-])[O-].[Cs+].[Cs+]. (2) The reactants are: [N+:1]([C:4]1[CH:17]=[CH:16][C:7]2[CH2:8][CH2:9][N:10]([C:13](=[O:15])[CH3:14])[CH2:11][CH2:12][C:6]=2[CH:5]=1)([O-])=O. Given the product [NH2:1][C:4]1[CH:17]=[CH:16][C:7]2[CH2:8][CH2:9][N:10]([C:13](=[O:15])[CH3:14])[CH2:11][CH2:12][C:6]=2[CH:5]=1, predict the reactants needed to synthesize it.